From a dataset of Forward reaction prediction with 1.9M reactions from USPTO patents (1976-2016). Predict the product of the given reaction. (1) The product is: [CH3:19][O:20][C:21]1[CH:22]=[CH:23][C:24]([CH2:25][NH:26][C:27](=[O:33])[CH:28]([CH3:32])[C:29]([NH:1][CH:2]2[C:8](=[O:9])[N:7]([CH3:10])[C:6]3[CH:11]=[CH:12][CH:13]=[CH:14][C:5]=3[C:4]3[CH:15]=[CH:16][CH:17]=[CH:18][C:3]2=3)=[O:30])=[CH:34][CH:35]=1. Given the reactants [NH2:1][CH:2]1[C:8](=[O:9])[N:7]([CH3:10])[C:6]2[CH:11]=[CH:12][CH:13]=[CH:14][C:5]=2[C:4]2[CH:15]=[CH:16][CH:17]=[CH:18][C:3]1=2.[CH3:19][O:20][C:21]1[CH:35]=[CH:34][C:24]([CH2:25][NH:26][C:27](=[O:33])[CH:28]([CH3:32])[C:29](O)=[O:30])=[CH:23][CH:22]=1, predict the reaction product. (2) Given the reactants [OH:1][C:2]1[S:3][C:4]([C:13]([OH:15])=O)=[C:5]([C:7]2[CH:12]=[CH:11][CH:10]=[CH:9][CH:8]=2)[N:6]=1.[CH3:16][O:17][C:18]1[CH:19]=[C:20]([N:26]2[CH2:31][CH2:30][NH:29][CH2:28][CH2:27]2)[CH:21]=[C:22]([O:24][CH3:25])[CH:23]=1.Cl.CN(C)CCCN=C=NCC.O.ON1C2C=CC=CC=2N=N1, predict the reaction product. The product is: [CH3:16][O:17][C:18]1[CH:19]=[C:20]([N:26]2[CH2:27][CH2:28][N:29]([C:13]([C:4]3[S:3][C:2]([OH:1])=[N:6][C:5]=3[C:7]3[CH:8]=[CH:9][CH:10]=[CH:11][CH:12]=3)=[O:15])[CH2:30][CH2:31]2)[CH:21]=[C:22]([O:24][CH3:25])[CH:23]=1. (3) Given the reactants [NH2:1][C:2]1[C:7]([C:8]([NH:10][C:11]2[CH:16]=[CH:15][C:14]([C:17]3[O:21][CH:20]=[N:19][CH:18]=3)=[C:13]([O:22]C)[CH:12]=2)=[O:9])=[C:6](Cl)[N:5]=[CH:4][N:3]=1.B(Br)(Br)[Br:26].BrBr, predict the reaction product. The product is: [NH2:1][C:2]1[C:7]([C:8]([NH:10][C:11]2[CH:16]=[CH:15][C:14]([C:17]3[O:21][CH:20]=[N:19][CH:18]=3)=[C:13]([OH:22])[CH:12]=2)=[O:9])=[C:6]([Br:26])[N:5]=[CH:4][N:3]=1. (4) Given the reactants [Br:1][C:2]1[CH:11]=[CH:10][CH:9]=[C:8]2[C:3]=1[C:4](=[O:25])[N:5]([CH2:14][C:15]1[CH:20]=[CH:19][CH:18]=[CH:17][C:16]=1[C:21]([F:24])([F:23])[F:22])[C:6]([CH2:12]Cl)=[N:7]2.[I:26][C:27]1[C:35]2[C:30](=[N:31][CH:32]=[N:33][C:34]=2[NH2:36])[NH:29][N:28]=1.C(=O)([O-])[O-].[K+].[K+].O, predict the reaction product. The product is: [NH2:36][C:34]1[N:33]=[CH:32][N:31]=[C:30]2[N:29]([CH2:12][C:6]3[N:5]([CH2:14][C:15]4[CH:20]=[CH:19][CH:18]=[CH:17][C:16]=4[C:21]([F:24])([F:23])[F:22])[C:4](=[O:25])[C:3]4[C:8](=[CH:9][CH:10]=[CH:11][C:2]=4[Br:1])[N:7]=3)[N:28]=[C:27]([I:26])[C:35]=12. (5) Given the reactants [Cl:1][C:2]1[CH:3]=[C:4]([C:29](O)=[O:30])[CH:5]=[N:6][C:7]=1[NH:8][NH:9][C:10]([NH:12][C@H:13]1[C:22]2[C:17](=[CH:18][CH:19]=[CH:20][CH:21]=2)[CH2:16][CH2:15][C@H:14]1[C:23]1[CH:28]=[CH:27][CH:26]=[CH:25][CH:24]=1)=[S:11].[CH2:32]1[C@H:37]([NH2:38])[C:35](=[O:36])[S:34][CH2:33]1.CCN(C(C)C)C(C)C.CN(C(ON1N=NC2C=CC=NC1=2)=[N+](C)C)C.F[P-](F)(F)(F)(F)F, predict the reaction product. The product is: [Cl:1][C:2]1[CH:3]=[C:4]([C:29]([NH:38][CH:37]2[CH2:32][CH2:33][S:34][C:35]2=[O:36])=[O:30])[CH:5]=[N:6][C:7]=1[NH:8][NH:9][C:10]([NH:12][C@H:13]1[C:22]2[C:17](=[CH:18][CH:19]=[CH:20][CH:21]=2)[CH2:16][CH2:15][C@H:14]1[C:23]1[CH:28]=[CH:27][CH:26]=[CH:25][CH:24]=1)=[S:11]. (6) Given the reactants [Na].Cl.[CH3:3][O:4][C:5]1[CH:10]=[CH:9][C:8]([NH:11][NH2:12])=[CH:7][CH:6]=1.[CH2:13]([O:20][C:21]1[CH:26]=[CH:25][C:24]([CH:27]=[CH:28][C:29]#[N:30])=[CH:23][CH:22]=1)[C:14]1[CH:19]=[CH:18][CH:17]=[CH:16][CH:15]=1, predict the reaction product. The product is: [CH2:13]([O:20][C:21]1[CH:22]=[CH:23][C:24]([CH:27]2[N:11]([C:8]3[CH:9]=[CH:10][C:5]([O:4][CH3:3])=[CH:6][CH:7]=3)[N:12]=[C:29]([NH2:30])[CH2:28]2)=[CH:25][CH:26]=1)[C:14]1[CH:15]=[CH:16][CH:17]=[CH:18][CH:19]=1. (7) Given the reactants CC1(C)[O:6][C@@H:5]([CH2:7][O:8][NH:9][C:10]([C:12]2[O:20][C:15]3=[CH:16][N:17]=[CH:18][CH:19]=[C:14]3[C:13]=2[NH:21][C:22]2[CH:27]=[CH:26][C:25]([I:28])=[CH:24][C:23]=2[F:29])=[O:11])[CH2:4][O:3]1.N, predict the reaction product. The product is: [OH:6][C@H:5]([CH2:4][OH:3])[CH2:7][O:8][NH:9][C:10]([C:12]1[O:20][C:15]2=[CH:16][N:17]=[CH:18][CH:19]=[C:14]2[C:13]=1[NH:21][C:22]1[CH:27]=[CH:26][C:25]([I:28])=[CH:24][C:23]=1[F:29])=[O:11]. (8) Given the reactants [C:1]([O:5][C@@H:6]([C:12]1[C:21]([CH:22]=[CH2:23])=[CH:20][C:19]2[C:14](=[CH:15][CH:16]=[CH:17][CH:18]=2)[C:13]=1[C:24]1[CH:29]=[CH:28][C:27]([Cl:30])=[CH:26][CH:25]=1)[C:7]([O:9]CC)=[O:8])([CH3:4])([CH3:3])[CH3:2].[OH-].[Na+].CC(O)=O, predict the reaction product. The product is: [C:1]([O:5][C@@H:6]([C:12]1[C:21]([CH:22]=[CH2:23])=[CH:20][C:19]2[C:14](=[CH:15][CH:16]=[CH:17][CH:18]=2)[C:13]=1[C:24]1[CH:29]=[CH:28][C:27]([Cl:30])=[CH:26][CH:25]=1)[C:7]([OH:9])=[O:8])([CH3:2])([CH3:3])[CH3:4]. (9) Given the reactants CN(C=O)C.[CH3:6][C@@H:7]1[NH:12][CH2:11][CH2:10][N:9]([C:13]2[N:14]=[N:15][C:16]([C:23]3[CH:28]=[CH:27][C:26]([C:29]([F:32])([F:31])[F:30])=[CH:25][CH:24]=3)=[C:17]3[CH:22]=[CH:21][N:20]=[CH:19][C:18]=23)[CH2:8]1.[F:33][C:34]1([F:52])[CH2:39][CH2:38][N:37]([C:40](OC2C=CC([N+]([O-])=O)=CC=2)=[O:41])[CH2:36][CH2:35]1.C(=O)([O-])[O-].[K+].[K+], predict the reaction product. The product is: [F:33][C:34]1([F:52])[CH2:39][CH2:38][N:37]([C:40]([N:12]2[CH2:11][CH2:10][N:9]([C:13]3[N:14]=[N:15][C:16]([C:23]4[CH:24]=[CH:25][C:26]([C:29]([F:32])([F:30])[F:31])=[CH:27][CH:28]=4)=[C:17]4[CH:22]=[CH:21][N:20]=[CH:19][C:18]=34)[CH2:8][C@@H:7]2[CH3:6])=[O:41])[CH2:36][CH2:35]1. (10) Given the reactants [CH2:1]([O:8][C:9]1[CH:10]=[C:11]([CH:34]=[CH:35][CH:36]=1)[O:12][C:13]1[CH:14]=[CH:15][C:16]2[CH:20]([CH2:21][CH2:22][CH2:23][O:24][Si](C(C)(C)C)(C)C)[O:19][B:18]([OH:32])[C:17]=2[CH:33]=1)[C:2]1[CH:7]=[CH:6][CH:5]=[CH:4][CH:3]=1.O.C(O)(=O)C, predict the reaction product. The product is: [CH2:1]([O:8][C:9]1[CH:10]=[C:11]([CH:34]=[CH:35][CH:36]=1)[O:12][C:13]1[CH:14]=[CH:15][C:16]2[CH:20]([CH2:21][CH2:22][CH2:23][OH:24])[O:19][B:18]([OH:32])[C:17]=2[CH:33]=1)[C:2]1[CH:3]=[CH:4][CH:5]=[CH:6][CH:7]=1.